From a dataset of Full USPTO retrosynthesis dataset with 1.9M reactions from patents (1976-2016). Predict the reactants needed to synthesize the given product. (1) Given the product [Cl:23][C:21]1[CH:20]=[CH:19][C:18]2[N:12]([CH2:11][C:10]([CH3:54])([CH3:55])[CH2:9][OH:8])[C:13](=[O:53])[C@@H:14]([CH2:34][C:35]3[S:36][C:37]([CH:40]([CH2:46][C:47]4[CH:52]=[CH:51][CH:50]=[CH:49][CH:48]=4)[C:41]([O:43][CH2:44][CH3:45])=[O:42])=[CH:38][N:39]=3)[O:15][C@H:16]([C:24]3[CH:29]=[CH:28][CH:27]=[C:26]([O:30][CH3:31])[C:25]=3[O:32][CH3:33])[C:17]=2[CH:22]=1, predict the reactants needed to synthesize it. The reactants are: [Si]([O:8][CH2:9][C:10]([CH3:55])([CH3:54])[CH2:11][N:12]1[C:18]2[CH:19]=[CH:20][C:21]([Cl:23])=[CH:22][C:17]=2[C@@H:16]([C:24]2[CH:29]=[CH:28][CH:27]=[C:26]([O:30][CH3:31])[C:25]=2[O:32][CH3:33])[O:15][C@H:14]([CH2:34][C:35]2[S:36][C:37]([CH:40]([CH2:46][C:47]3[CH:52]=[CH:51][CH:50]=[CH:49][CH:48]=3)[C:41]([O:43][CH2:44][CH3:45])=[O:42])=[CH:38][N:39]=2)[C:13]1=[O:53])(C(C)(C)C)(C)C.O. (2) The reactants are: [Cl:1][C:2]1[CH:7]=[CH:6][C:5]([C:8]2[S:9][C:10]3[C:11](=[O:36])[N:12]([C:17]4[CH:22]=[CH:21][C:20]([O:23][Si](C(C)C)(C(C)C)C(C)C)=[C:19]([O:34][CH3:35])[CH:18]=4)[CH:13]=[CH:14][C:15]=3[N:16]=2)=[CH:4][CH:3]=1.CCCC[N+](CCCC)(CCCC)CCCC.[F-].Cl. Given the product [Cl:1][C:2]1[CH:7]=[CH:6][C:5]([C:8]2[S:9][C:10]3[C:11](=[O:36])[N:12]([C:17]4[CH:22]=[CH:21][C:20]([OH:23])=[C:19]([O:34][CH3:35])[CH:18]=4)[CH:13]=[CH:14][C:15]=3[N:16]=2)=[CH:4][CH:3]=1, predict the reactants needed to synthesize it. (3) Given the product [C:10]1([C:16]2[S:20][C:19]3=[N:21][C:22]([CH2:24][OH:25])=[CH:23][N:18]3[CH:17]=2)[CH:11]=[CH:12][CH:13]=[CH:14][CH:15]=1, predict the reactants needed to synthesize it. The reactants are: CC(C[AlH]CC(C)C)C.[C:10]1([C:16]2[S:20][C:19]3=[N:21][C:22]([C:24](OCC)=[O:25])=[CH:23][N:18]3[CH:17]=2)[CH:15]=[CH:14][CH:13]=[CH:12][CH:11]=1. (4) Given the product [C:1]([NH:22][C@H:23]([C:30]([OH:32])=[O:31])[C@@H:24]([CH3:33])[O:25][P:26]([OH:29])([OH:28])=[O:27])(=[O:21])[CH2:2][CH2:3][CH2:4]/[CH:5]=[CH:6]\[CH2:7][CH:8]=[CH:9][CH2:10][CH:11]=[CH:12][CH2:13][CH:14]=[CH:15][CH2:16][CH:17]=[CH:18][CH2:19][CH3:20], predict the reactants needed to synthesize it. The reactants are: [C:1]([NH:22][C@H:23]([C:30]([OH:32])=[O:31])[CH2:24][O:25][P:26]([OH:29])([OH:28])=[O:27])(=[O:21])[CH2:2][CH2:3][CH2:4]/[CH:5]=[CH:6]\[CH2:7][CH:8]=[CH:9][CH2:10][CH:11]=[CH:12][CH2:13][CH:14]=[CH:15][CH2:16][CH2:17][CH2:18][CH2:19][CH3:20].[C:33](O)(=O)CCC/C=C\CC=CCC=CCC=CCC=CCC.Cl.COC(=O)[C@H]([C@@H](C)O)N. (5) Given the product [CH3:12][O:8][CH2:7][C:3]1[S:4][CH:5]=[CH:6][C:2]=1[CH3:1], predict the reactants needed to synthesize it. The reactants are: [CH3:1][C:2]1[CH:6]=[CH:5][S:4][C:3]=1[CH2:7][OH:8].[H-].[Na+].I[CH3:12]. (6) Given the product [F:8][C:6]1[CH:5]=[C:4]([C@@H:9]2[CH2:13][N:12]([CH2:14][CH2:15][O:16][CH3:17])[CH2:11][C@H:10]2[NH:18][C:19]([NH:20][C:21]2[N:25]([C:26]3[CH:31]=[CH:30][CH:29]=[CH:28][CH:27]=3)[N:24]=[C:23]([O:32][CH2:33][CH3:34])[C:22]=2[CH2:35][OH:36])=[O:40])[CH:3]=[C:2]([F:1])[CH:7]=1, predict the reactants needed to synthesize it. The reactants are: [F:1][C:2]1[CH:3]=[C:4]([C@@H:9]2[CH2:13][N:12]([CH2:14][CH2:15][O:16][CH3:17])[CH2:11][C@H:10]2[NH:18][C:19](=[O:40])[NH:20][C:21]2[N:25]([C:26]3[CH:31]=[CH:30][CH:29]=[CH:28][CH:27]=3)[N:24]=[C:23]([O:32][CH2:33][CH3:34])[C:22]=2[C:35](OCC)=[O:36])[CH:5]=[C:6]([F:8])[CH:7]=1.[H-].[H-].[H-].[H-].[Li+].[Al+3].